Task: Predict the reactants needed to synthesize the given product.. Dataset: Full USPTO retrosynthesis dataset with 1.9M reactions from patents (1976-2016) (1) Given the product [Br:12][CH2:11][C:8]1[S:9][CH:10]=[C:6]([C:4]([O:3][CH2:1][CH3:2])=[O:5])[N:7]=1, predict the reactants needed to synthesize it. The reactants are: [CH2:1]([O:3][C:4]([C:6]1[N:7]=[C:8]([CH3:11])[S:9][CH:10]=1)=[O:5])[CH3:2].[Br:12]N1C(=O)CCC1=O.C(OOC(=O)C1C=CC=CC=1)(=O)C1C=CC=CC=1.C(Cl)Cl. (2) Given the product [CH2:18]([O:22][C:23]1[CH:24]=[C:25](/[CH:26]=[C:13](\[O:12][CH3:11])/[C:14]([O:16][CH3:17])=[O:15])[CH:28]=[CH:29][C:30]=1[I:31])[CH2:19][CH2:20][CH3:21].[CH2:18]([O:22][C:23]1[CH:24]=[C:25](/[CH:26]=[C:13](/[O:12][CH3:11])\[C:14]([O-:16])=[O:15])[CH:28]=[CH:29][C:30]=1[I:31])[CH2:19][CH2:20][CH3:21], predict the reactants needed to synthesize it. The reactants are: [H-].[Na+].C(OP([CH2:11][O:12][CH2:13][C:14]([O:16][CH3:17])=[O:15])(OCC)=O)C.[CH2:18]([O:22][C:23]1[CH:24]=[C:25]([CH:28]=[CH:29][C:30]=1[I:31])[CH:26]=O)[CH2:19][CH2:20][CH3:21].O. (3) Given the product [CH3:19][O:20][C:21]1[CH:25]=[C:24]([C:2]2[CH:7]=[CH:6][N:5]=[C:4]([NH:8][CH:9]3[CH2:14][C:13]([CH3:16])([CH3:15])[NH:12][C:11]([CH3:18])([CH3:17])[CH2:10]3)[N:3]=2)[S:23][C:22]=1[CH2:26][CH2:27][C:28]([CH3:31])([OH:30])[CH3:29], predict the reactants needed to synthesize it. The reactants are: Cl[C:2]1[CH:7]=[CH:6][N:5]=[C:4]([NH:8][CH:9]2[CH2:14][C:13]([CH3:16])([CH3:15])[NH:12][C:11]([CH3:18])([CH3:17])[CH2:10]2)[N:3]=1.[CH3:19][O:20][C:21]1[CH:25]=[CH:24][S:23][C:22]=1[CH2:26][CH2:27][C:28]([CH3:31])([OH:30])[CH3:29]. (4) Given the product [CH:1]1([C:6]([OH:28])([C:22]2[CH:23]=[CH:24][CH:25]=[CH:26][CH:27]=2)[C:7]([NH:9][C@H:10]2[CH2:14][CH2:13][NH:12][CH2:11]2)=[O:8])[CH2:5][CH2:4][CH2:3][CH2:2]1, predict the reactants needed to synthesize it. The reactants are: [CH:1]1([C:6]([OH:28])([C:22]2[CH:27]=[CH:26][CH:25]=[CH:24][CH:23]=2)[C:7]([NH:9][C@H:10]2[CH2:14][CH2:13][N:12](CC3C=CC=CC=3)[CH2:11]2)=[O:8])[CH2:5][CH2:4][CH2:3][CH2:2]1. (5) Given the product [Br:17][C:7]1[CH:6]=[C:5]2[C:10]([C:11](=[O:16])[C:12]([C:13]([OH:15])=[O:14])=[CH:3][N:4]2[CH2:18][C:19]2[CH:24]=[CH:23][CH:22]=[CH:21][C:20]=2[O:25][C:26]2[CH:27]=[CH:28][CH:29]=[CH:30][CH:31]=2)=[N:9][CH:8]=1, predict the reactants needed to synthesize it. The reactants are: C([C:3]1[N:4]([CH2:18][C:19]2[CH:24]=[CH:23][CH:22]=[CH:21][C:20]=2[O:25][C:26]2[CH:31]=[CH:30][CH:29]=[CH:28][CH:27]=2)[C:5]2[C:10]([C:11](=[O:16])[C:12]=1[C:13]([OH:15])=[O:14])=[N:9][CH:8]=[C:7]([Br:17])[CH:6]=2)C.O.[OH-].[Li+].